Dataset: NCI-60 drug combinations with 297,098 pairs across 59 cell lines. Task: Regression. Given two drug SMILES strings and cell line genomic features, predict the synergy score measuring deviation from expected non-interaction effect. Drug 1: C1=CC(=CC=C1C#N)C(C2=CC=C(C=C2)C#N)N3C=NC=N3. Drug 2: CCC(=C(C1=CC=CC=C1)C2=CC=C(C=C2)OCCN(C)C)C3=CC=CC=C3.C(C(=O)O)C(CC(=O)O)(C(=O)O)O. Cell line: HCC-2998. Synergy scores: CSS=4.49, Synergy_ZIP=-1.37, Synergy_Bliss=-1.84, Synergy_Loewe=2.08, Synergy_HSA=-2.13.